This data is from Drug-target binding data from BindingDB using IC50 measurements. The task is: Regression. Given a target protein amino acid sequence and a drug SMILES string, predict the binding affinity score between them. We predict pIC50 (pIC50 = -log10(IC50 in M); higher means more potent). Dataset: bindingdb_ic50. (1) The small molecule is Cc1cc(=O)[nH]c2cc(-c3ccccc3F)ccc12. The target protein (Q2NL67) has sequence MDIKGQFWNDDDSEGDNESEEFLYGVQGSCAADLYRHPQLDADIEAVKEIYSENSVSIREYGTIDDVDIDLHINISFLDEEVSTAWKVLRTEPIVLRLRFSLSQYLDGPEPSIEVFQPSNKEGFGLGLQLKKILGMFTSQQWKHLSNDFLKTQQEKRHSWFKASGTIKKFRAGLSIFSPIPKSPSFPIIQDSMLKGKLGVPELRVGRLMNRSISCTMKNPKVEVFGYPPSPQAGLLCPQHVGLPPPARTSPLVSGHCKNIPTLEYGFLVQIMKYAEQRIPTLNEYCVVCDEQHVFQNGSMLKPAVCTRELCVFSFYTLGVMSGAAEEVATGAEVVDLLVAMCRAALESPRKSIIFEPYPSVVDPTDPKTLAFNPKKKNYERLQKALDSVMSIREMTQGSYLEIKKQMDKLDPLAHPLLQWIISSNRSHIVKLPLSRLKFMHTSHQFLLLSSPPAKEARFRTAKKLYGSTFAFHGSHIENWHSILRNGLVNASYTKLQLHG.... The pIC50 is 5.0. (2) The small molecule is COC(=O)[C@H](Cc1ccc(-c2ccoc2)cc1)NC(=O)CCCCCCCC(=O)NO. The target protein (Q4QQW4) has sequence MAQTQGTKRKVCYYYDGDVGNYYYGQGHPMKPHRIRMTHNLLLNYGLYRKMEIYRPHKANAEEMTKYHSDDYIKFLRSIRPDNMSEYSKQMQRFNVGEDCPVFDGLFEFCQLSTGGSVASAVKLNKQQTDIAVNWAGGLHHAKKSEASGFCYVNDIVLAILELLKYHQRVLYIDIDIHHGDGVEEAFYTTDRVMTVSFHKYGEYFPGTGDLRDIGAGKGKYYAVNYPLRDGIDDESYEAIFKPVMSKVMEMFQPSAVVLQCGSDSLSGDRLGCFNLTIKGHAKCVEFVKSFNLPMLMLGGGGYTIRNVARCWTYETAVALDTEIPNELPYNDYFEYFGPDFKLHISPSNMTNQNTNEYLEKIKQRLFENLRMLPHAPGVQMQAIPEDAIPEESGDEDEEDPDKRISICSSDKRIACEEEFSDSDEEGEGGRKNSSNFKKAKRVKTEDEKEKDPEEKKEVTEEEKTKEEKPEAKGVKEEVKMA. The pIC50 is 5.5. (3) The drug is CC1=C(/C=C\C(C)=C\C=C\C(C)=C\C(=O)O)C(C)(C)CCC1. The target protein (P11416) has sequence MASNSSSCPTPGGGHLNGYPVPPYAFFFPPMLGGLSPPGALTSLQHQLPVSGYSTPSPATIETQSSSSEEIVPSPPSPPPLPRIYKPCFVCQDKSSGYHYGVSACEGCKGFFRRSIQKNMVYTCHRDKNCIINKVTRNRCQYCRLQKCFDVGMSKESVRNDRNKKKKEAPKPECSESYTLTPEVGELIEKVRKAHQETFPALCQLGKYTTNNSSEQRVSLDIDLWDKFSELSTKCIIKTVEFAKQLPGFTTLTIADQITLLKAACLDILILRICTRYTPEQDTMTFSDGLTLNRTQMHNAGFGPLTDLVFAFANQLLPLEMDDAETGLLSAICLICGDRQDLEQPDKVDMLQEPLLEALKVYVRKRRPSRPHMFPKMLMKITDLRSISAKGAERVITLKMEIPGSMPPLIQEMLENSEGLDTLSGQSGGGTRDGGGLAPPPGSCSPSLSPSSHRSSPATQSP. The pIC50 is 7.5. (4) The target protein (P35355) has sequence MLFRAVLLCAALALSHAANPCCSNPCQNRGECMSIGFDQYKCDCTRTGFYGENCTTPEFLTRIKLLLKPTPNTVHYILTHFKGVWNIVNNIPFLRNSIMRYVLTSRSHLIDSPPTYNVHYGYKSWEAFSNLSYYTRALPPVADDCPTPMGVKGNKELPDSKEVLEKVLLRREFIPDPQGTNMMFAFFAQHFTHQFFKTDQKRGPGFTRGLGHGVDLNHVYGETLDRQHKLRLFQDGKLKYQVIGGEVYPPTVKDTQVDMIYPPHVPEHLRFAVGQEVFGLVPGLMMYATIWLREHNRVCDILKQEHPEWDDERLFQTSRLILIGETIKIVIEDYVQHLSGYHFKLKFDPELLFNQQFQYQNRIASEFNTLYHWHPLLPDTFNIEDQEYTFKQFLYNNSILLEHGLAHFVESFTRQIAGRVAGGRNVPIAVQAVAKASIDQSREMKYQSLNEYRKRFSLKPYTSFEELTGEKEMAAELKALYHDIDAMELYPALLVEKPRP.... The pIC50 is 7.9. The compound is CN1C=CC(C2NC(C(Cl)(Cl)Cl)=CN2c2ccc(S(N)(=O)=O)cc2)C=C1. (5) The drug is CCCCCCCCCCCCCCC(COCc1ccccc1)NC(=O)CCC(=O)O. The target protein (P47713) has sequence MSFIDPYQHIIVEHQYSHKFTVVVLRATKVTKGTFGDMLDTPDPYVELFISTTPDSRKRTRHFNNDINPVWNETFEFILDPNQENVLEITLMDANYVMDETLGTATFPVSSMKVGEKKEVPFIFNQVTEMILEMSLEVCSCPDLRFSMALCDQEKTFRQQRKENIKENMKKLLGPKKSEGLYSTRDVPVVAILGSGGGFRAMVGFSGVMKALYESGILDCATYIAGLSGSTWYMSTLYSHPDFPEKGPEEINEELMKNVSHNPLLLLTPQKVKRYVESLWKKKSSGQPVTFTDIFGMLIGETLIQNRMSMTLSSLKEKVNAARCPLPLFTCLHVKPDVSELMFADWVEFSPYEIGMAKYGTFMAPDLFGSKFFMGTVVKKYEENPLHFLMGVWGSAFSILFNRVLGVSGSQNKGSTMEEELENITAKHIVSNDSSDSDDEAQGPKGTENEEAEKEYQSDNQASWVHRMLMALVSDSALFNTREGRAGKVHNFMLGLNLNT.... The pIC50 is 4.2.